Dataset: Catalyst prediction with 721,799 reactions and 888 catalyst types from USPTO. Task: Predict which catalyst facilitates the given reaction. (1) Reactant: [O:1]1[C:5]2[CH:6]=[CH:7][C:8]([C:10]3[O:14][C:13]([CH2:15][CH2:16][C:17]([OH:19])=O)=[N:12][N:11]=3)=[CH:9][C:4]=2[CH2:3][CH2:2]1.Cl.[CH3:21][NH:22][O:23][CH3:24].C(N(CC)CC)C.Cl.CN(C)CCCN=C=NCC.ON1C2C=CC=CC=2N=N1. Product: [O:1]1[C:5]2[CH:6]=[CH:7][C:8]([C:10]3[O:14][C:13]([CH2:15][CH2:16][C:17]([N:22]([O:23][CH3:24])[CH3:21])=[O:19])=[N:12][N:11]=3)=[CH:9][C:4]=2[CH2:3][CH2:2]1. The catalyst class is: 42. (2) Reactant: [CH3:1][S:2]([C:5]1[CH:10]=[CH:9][C:8]([C:11]2[CH:20]=[C:19]3[C:14]([C:15](=[O:21])[CH:16]=[N:17][NH:18]3)=[CH:13][CH:12]=2)=[CH:7][CH:6]=1)(=[O:4])=[O:3].[I:22]N1C(=O)CCC1=O.C(Cl)Cl.CO. Product: [I:22][C:16]1[C:15](=[O:21])[C:14]2[C:19](=[CH:20][C:11]([C:8]3[CH:7]=[CH:6][C:5]([S:2]([CH3:1])(=[O:3])=[O:4])=[CH:10][CH:9]=3)=[CH:12][CH:13]=2)[NH:18][N:17]=1. The catalyst class is: 31. (3) Reactant: [F:1][C:2]([F:30])([F:29])[C:3]1[CH:8]=[CH:7][C:6]([S:9]([C@@:12]23[CH2:27][CH2:26][C:25](=O)[CH2:24][C@H:13]2[CH2:14][O:15][C:16]2[C:21]3=[C:20]([F:22])[CH:19]=[CH:18][C:17]=2[F:23])(=[O:11])=[O:10])=[CH:5][CH:4]=1.Cl.[CH3:32][O:33][NH2:34].CCN(CC)CC. Product: [CH3:32][O:33][N:34]=[C:25]1[CH2:24][CH:13]2[CH2:14][O:15][C:16]3[C:21]([C:12]2([S:9]([C:6]2[CH:5]=[CH:4][C:3]([C:2]([F:29])([F:1])[F:30])=[CH:8][CH:7]=2)(=[O:10])=[O:11])[CH2:27][CH2:26]1)=[C:20]([F:22])[CH:19]=[CH:18][C:17]=3[F:23]. The catalyst class is: 14. (4) Reactant: [F:1][C:2]1[CH:3]=[C:4]2[C:8](=[CH:9][CH:10]=1)[N:7]([CH2:11][C:12]1[C:21]3[C:16](=[CH:17][CH:18]=[CH:19][CH:20]=3)[CH:15]=[CH:14][CH:13]=1)[C:6]1[C:22](=[O:27])[O:23][C:24](=[O:26])[CH2:25][C:5]2=1.Cl.[F:29][C:30]1([F:34])[CH2:33][NH:32][CH2:31]1. Product: [F:29][C:30]1([F:34])[CH2:33][N:32]([C:24](=[O:26])[CH2:25][C:5]2[C:4]3[C:8](=[CH:9][CH:10]=[C:2]([F:1])[CH:3]=3)[N:7]([CH2:11][C:12]3[C:21]4[C:16](=[CH:17][CH:18]=[CH:19][CH:20]=4)[CH:15]=[CH:14][CH:13]=3)[C:6]=2[C:22]([OH:23])=[O:27])[CH2:31]1. The catalyst class is: 424. (5) Reactant: [S:1]1([C:12]2[C:7](=[CH:8][CH:9]=[CH:10][CH:11]=2)[C:5](=[O:6])[NH:4]1)(=[O:3])=[O:2].[H-].[Na+].[CH3:15][O:16][C:17]1[CH:24]=[CH:23][C:20]([CH2:21]Cl)=[CH:19][CH:18]=1. Product: [CH3:15][O:16][C:17]1[CH:24]=[CH:23][C:20]([CH2:21][N:4]2[C:5](=[O:6])[C:7]3[CH:8]=[CH:9][CH:10]=[CH:11][C:12]=3[S:1]2(=[O:2])=[O:3])=[CH:19][CH:18]=1. The catalyst class is: 3. (6) Reactant: [Br:1][C:2]1[CH:3]=[CH:4][C:5]([OH:10])=[C:6]([CH:9]=1)[C:7]#[N:8].Br[CH2:12][C:13]([O:15][CH3:16])=[O:14].C(=O)([O-])[O-].[Cs+].[Cs+]. Product: [Br:1][C:2]1[CH:3]=[CH:4][C:5]([O:10][CH2:12][C:13]([O:15][CH3:16])=[O:14])=[C:6]([C:7]#[N:8])[CH:9]=1. The catalyst class is: 10. (7) Reactant: CC1C=CC(S([N:11]2[C:19]3[C:14](=[CH:15][C:16]([C:20]4[N:25]=[C:24]([CH2:26][S:27]([CH3:30])(=[O:29])=[O:28])[CH:23]=[C:22]([N:31]5[CH2:36][CH2:35][O:34][CH2:33][CH2:32]5)[N:21]=4)=[CH:17][CH:18]=3)[CH:13]=[N:12]2)(=O)=O)=CC=1.[F-].C([N+](CCCC)(CCCC)CCCC)CCC. Product: [CH3:30][S:27]([CH2:26][C:24]1[CH:23]=[C:22]([N:31]2[CH2:36][CH2:35][O:34][CH2:33][CH2:32]2)[N:21]=[C:20]([C:16]2[CH:15]=[C:14]3[C:19](=[CH:18][CH:17]=2)[NH:11][N:12]=[CH:13]3)[N:25]=1)(=[O:29])=[O:28]. The catalyst class is: 7. (8) Product: [F:9][C:3]1[CH:4]=[C:5]([OH:8])[CH:6]=[CH:7][C:2]=1[NH:1][S:11]([CH3:10])(=[O:13])=[O:12]. The catalyst class is: 17. Reactant: [NH2:1][C:2]1[CH:7]=[CH:6][C:5]([OH:8])=[CH:4][C:3]=1[F:9].[CH3:10][S:11](Cl)(=[O:13])=[O:12]. (9) Reactant: F[C:2]1[N:7]=[CH:6][C:5]([C:8]2[S:9][C:10]3[CH:16]=[C:15]([O:17][CH3:18])[CH:14]=[CH:13][C:11]=3[N:12]=2)=[CH:4][CH:3]=1.[CH2:19]([NH:21][CH3:22])[CH3:20]. Product: [CH2:19]([N:21]([CH3:22])[C:2]1[CH:3]=[CH:4][C:5]([C:8]2[S:9][C:10]3[CH:16]=[C:15]([O:17][CH3:18])[CH:14]=[CH:13][C:11]=3[N:12]=2)=[CH:6][N:7]=1)[CH3:20]. The catalyst class is: 6. (10) Reactant: [N:1]1[C:10]2[C:5](=[CH:6][C:7]([CH:11]=O)=[CH:8][CH:9]=2)[CH:4]=[CH:3][CH:2]=1.[NH2:13][C:14]1[CH:22]=[CH:21][CH:20]=[C:19]2[C:15]=1[CH2:16][O:17][C:18]2=[O:23].S([O-])([O-])(=O)=O.[Mg+2]. Product: [N:1]1[C:10]2[C:5](=[CH:6][C:7](/[CH:11]=[N:13]/[C:14]3[CH:22]=[CH:21][CH:20]=[C:19]4[C:15]=3[CH2:16][O:17][C:18]4=[O:23])=[CH:8][CH:9]=2)[CH:4]=[CH:3][CH:2]=1. The catalyst class is: 10.